This data is from Reaction yield outcomes from USPTO patents with 853,638 reactions. The task is: Predict the reaction yield, written as a fraction of the theoretical maximum amount of product (1.0 means a 100% yield; for example, 0.34 means a 34% yield). (1) The yield is 0.792. No catalyst specified. The reactants are [Br:1][C:2]1[C:8]([O:9][CH3:10])=[C:7]([Br:11])[CH:6]=[C:5]([F:12])[C:3]=1[NH2:4].[C:13](OC(=O)C)(=[O:15])[CH3:14]. The product is [Br:1][C:2]1[C:8]([O:9][CH3:10])=[C:7]([Br:11])[CH:6]=[C:5]([F:12])[C:3]=1[NH:4][C:13](=[O:15])[CH3:14]. (2) The reactants are [Cl:1][C:2]1[C:7]([C:8](Cl)=[O:9])=[C:6]([Cl:11])[N:5]=[CH:4][N:3]=1.[NH2:12][C@@H:13]([CH3:16])[CH2:14][OH:15].CCN(C(C)C)C(C)C. The product is [Cl:1][C:2]1[C:7]([C:8]([NH:12][C@@H:13]([CH3:16])[CH2:14][OH:15])=[O:9])=[C:6]([Cl:11])[N:5]=[CH:4][N:3]=1. The yield is 0.665. The catalyst is C(Cl)Cl.CCOC(C)=O. (3) The reactants are Cl.C([O:9][C:10]1[CH:19]=[C:18]2[C:13]([C:14]([NH:20][C:21]3[CH:26]=[CH:25][C:24]([Cl:27])=[CH:23][C:22]=3[F:28])=[N:15][CH:16]=[N:17]2)=[CH:12][C:11]=1[O:29][CH3:30])C1C=CC=CC=1. The catalyst is C(O)(C(F)(F)F)=O. The product is [Cl:27][C:24]1[CH:25]=[CH:26][C:21]([NH:20][C:14]2[C:13]3[C:18](=[CH:19][C:10]([OH:9])=[C:11]([O:29][CH3:30])[CH:12]=3)[N:17]=[CH:16][N:15]=2)=[C:22]([F:28])[CH:23]=1. The yield is 0.720. (4) The reactants are [Cl:1][CH2:2][C:3]1([C:16](OC)=[O:17])[CH2:8][CH2:7][N:6]([C:9]([O:11][C:12]([CH3:15])([CH3:14])[CH3:13])=[O:10])[CH2:5][CH2:4]1.[H-].[Al+3].[Li+].[H-].[H-].[H-]. The catalyst is C1COCC1. The product is [Cl:1][CH2:2][C:3]1([CH2:16][OH:17])[CH2:8][CH2:7][N:6]([C:9]([O:11][C:12]([CH3:13])([CH3:14])[CH3:15])=[O:10])[CH2:5][CH2:4]1. The yield is 0.938. (5) The reactants are [C:1]([N:4]1[C:12]2[C:7](=[CH:8][CH:9]=[C:10]([C:13](OC(=O)C)([CH2:16][CH3:17])[CH2:14][CH3:15])[CH:11]=2)[CH:6]=[CH:5]1)(=[O:3])[CH3:2].[NH:22]1[C:30]2[C:25](=[CH:26][CH:27]=[CH:28][C:29]=2[NH:31][S:32]([CH3:35])(=[O:34])=[O:33])[CH:24]=[CH:23]1.C(O)(C(F)(F)F)=O. The catalyst is C(Cl)Cl. The product is [C:1]([N:4]1[C:12]2[C:7](=[CH:8][CH:9]=[C:10]([C:13]([C:24]3[C:25]4[C:30](=[C:29]([NH:31][S:32]([CH3:35])(=[O:33])=[O:34])[CH:28]=[CH:27][CH:26]=4)[NH:22][CH:23]=3)([CH2:14][CH3:15])[CH2:16][CH3:17])[CH:11]=2)[CH:6]=[CH:5]1)(=[O:3])[CH3:2]. The yield is 0.800. (6) The reactants are C(OC([N:8]1[CH2:13][CH2:12][N:11]([C:14](=[O:22])[C:15]2[CH:20]=[CH:19][CH:18]=[C:17]([F:21])[CH:16]=2)[CH2:10][CH2:9]1)=O)(C)(C)C.[ClH:23]. The catalyst is O1CCOCC1. The product is [ClH:23].[F:21][C:17]1[CH:16]=[C:15]([C:14]([N:11]2[CH2:10][CH2:9][NH:8][CH2:13][CH2:12]2)=[O:22])[CH:20]=[CH:19][CH:18]=1. The yield is 0.890. (7) The yield is 0.830. The product is [F:12][C:10]1[CH:9]=[CH:8][CH:7]=[C:6]2[C:11]=1[C:2]([NH:27][C:23]1[CH:22]=[C:21]3[C:26](=[CH:25][CH:24]=1)[N:18]([CH2:17][C:16]1[CH:28]=[CH:29][CH:30]=[C:14]([F:13])[CH:15]=1)[N:19]=[CH:20]3)=[N:3][CH:4]=[N:5]2. The reactants are Cl[C:2]1[C:11]2[C:6](=[CH:7][CH:8]=[CH:9][C:10]=2[F:12])[N:5]=[CH:4][N:3]=1.[F:13][C:14]1[CH:15]=[C:16]([CH:28]=[CH:29][CH:30]=1)[CH2:17][N:18]1[C:26]2[C:21](=[CH:22][C:23]([NH2:27])=[CH:24][CH:25]=2)[CH:20]=[N:19]1.C(N(C(C)C)CC)(C)C. The catalyst is C(O)(C)C. (8) The reactants are C1(P(C2C=CC=CC=2)C2C=CC=CC=2)C=CC=CC=1.BrN1C(=O)CCC1=O.[CH:28]1([CH2:33][C@H:34]([C:38]2[CH:43]=[CH:42][C:41]([Cl:44])=[C:40]([Cl:45])[CH:39]=2)[C:35]([OH:37])=O)[CH2:32][CH2:31][CH2:30][CH2:29]1.[NH2:46][C:47]1[O:48][C:49]2[CH:55]=[CH:54][CH:53]=[CH:52][C:50]=2[N:51]=1.N1C=CC=CC=1. The catalyst is C(Cl)Cl.O. The product is [O:48]1[C:49]2[CH:55]=[CH:54][CH:53]=[CH:52][C:50]=2[N:51]=[C:47]1[NH:46][C:35](=[O:37])[C@@H:34]([C:38]1[CH:43]=[CH:42][C:41]([Cl:44])=[C:40]([Cl:45])[CH:39]=1)[CH2:33][CH:28]1[CH2:29][CH2:30][CH2:31][CH2:32]1. The yield is 0.830. (9) The reactants are Br[CH2:2][C:3]([NH:5][C:6]1[S:7][C:8]([C:16]([CH:18]2[CH2:23][CH2:22][O:21][CH2:20][CH2:19]2)=[O:17])=[C:9]([C:11]2[O:12][CH:13]=[CH:14][CH:15]=2)[N:10]=1)=[O:4].Cl.[CH3:25][O:26][CH:27]1[CH2:32][CH2:31][NH:30][CH2:29][CH2:28]1.C(N(CC)CC)C. The catalyst is C1COCC1. The product is [O:12]1[CH:13]=[CH:14][CH:15]=[C:11]1[C:9]1[N:10]=[C:6]([NH:5][C:3](=[O:4])[CH2:2][N:30]2[CH2:31][CH2:32][CH:27]([O:26][CH3:25])[CH2:28][CH2:29]2)[S:7][C:8]=1[C:16]([CH:18]1[CH2:23][CH2:22][O:21][CH2:20][CH2:19]1)=[O:17]. The yield is 0.740. (10) The catalyst is CN(C)C=O. The yield is 0.270. The product is [I:12][C:13]1[CH:14]=[CH:15][C:16]([CH2:19][CH2:20][CH:21]([O:37][CH2:38][C:39]2[CH:40]=[CH:41][C:42]([O:45][CH3:46])=[CH:43][CH:44]=2)[CH:22]([CH2:30][CH2:31][N:4]2[CH:5]=[CH:6][C:7](=[O:8])[N:2]([CH3:1])[C:3]2=[O:9])[C:23]([O:25][C:26]([CH3:29])([CH3:28])[CH3:27])=[O:24])=[CH:17][CH:18]=1. The reactants are [CH3:1][N:2]1[C:7](=[O:8])[CH:6]=[CH:5][NH:4][C:3]1=[O:9].[H-].[Na+].[I:12][C:13]1[CH:18]=[CH:17][C:16]([CH2:19][CH2:20][CH:21]([O:37][CH2:38][C:39]2[CH:44]=[CH:43][C:42]([O:45][CH3:46])=[CH:41][CH:40]=2)[CH:22]([CH2:30][CH2:31]OS(C)(=O)=O)[C:23]([O:25][C:26]([CH3:29])([CH3:28])[CH3:27])=[O:24])=[CH:15][CH:14]=1.